This data is from Forward reaction prediction with 1.9M reactions from USPTO patents (1976-2016). The task is: Predict the product of the given reaction. (1) The product is: [CH3:20][O:23][C:10]1([O:14][CH3:15])[CH2:11][CH2:12][CH2:13][NH:8][CH2:9]1. Given the reactants C([N:8]1[CH2:13][CH2:12][CH2:11][C:10](=[O:14])[CH2:9]1)(OC(C)(C)C)=O.[CH3:15]S(O)(=O)=O.[C:20](=[O:23])([O-])[O-].[Na+].[Na+], predict the reaction product. (2) Given the reactants C(OC(=O)[NH:7][C:8]1[CH:13]=[CH:12][C:11]([CH:14]2[CH2:19][NH:18][S:17](=[O:21])(=[O:20])[NH:16][CH2:15]2)=[CH:10][CH:9]=1)(C)(C)C.C1C(=O)N([Br:30])C(=O)C1, predict the reaction product. The product is: [Br:30][C:9]1[CH:10]=[C:11]([CH:14]2[CH2:19][NH:18][S:17](=[O:21])(=[O:20])[NH:16][CH2:15]2)[CH:12]=[CH:13][C:8]=1[NH2:7]. (3) Given the reactants [Cl:1][C:2]1[CH:24]=[CH:23][C:5]([CH2:6][NH:7][C:8]([C:10]2[CH:19]=[CH:18][C:13]([C:14]([O:16]C)=O)=[C:12]([N:20]=[C:21]=[S:22])[CH:11]=2)=[O:9])=[CH:4][CH:3]=1.[NH2:25][C:26]1[CH:27]=[C:28]([C:32]([OH:34])=[O:33])[CH:29]=[N:30][CH:31]=1, predict the reaction product. The product is: [Cl:1][C:2]1[CH:3]=[CH:4][C:5]([CH2:6][NH:7][C:8]([C:10]2[CH:11]=[C:12]3[C:13]([C:14](=[O:16])[N:25]([C:26]4[CH:27]=[C:28]([C:32]([OH:34])=[O:33])[CH:29]=[N:30][CH:31]=4)[C:21](=[S:22])[NH:20]3)=[CH:18][CH:19]=2)=[O:9])=[CH:23][CH:24]=1. (4) The product is: [Cl:1]/[CH:2]=[CH:3]\[CH2:5][C:8]1[CH:13]=[CH:12][C:11]([O:14][CH3:15])=[C:10]([O:16][CH3:17])[CH:9]=1. Given the reactants [Cl:1]/[CH:2]=[CH:3]\Cl.[CH2:5]([C:8]1[CH:13]=[CH:12][C:11]([O:14][CH3:15])=[C:10]([O:16][CH3:17])[CH:9]=1)C=C, predict the reaction product.